Task: Regression. Given a peptide amino acid sequence and an MHC pseudo amino acid sequence, predict their binding affinity value. This is MHC class II binding data.. Dataset: Peptide-MHC class II binding affinity with 134,281 pairs from IEDB (1) The peptide sequence is YDKFLWNVSTVLTGK. The MHC is DRB1_1001 with pseudo-sequence DRB1_1001. The binding affinity (normalized) is 0.568. (2) The peptide sequence is QNFLLSNAPLGPQFP. The MHC is DRB1_0401 with pseudo-sequence DRB1_0401. The binding affinity (normalized) is 0.630. (3) The peptide sequence is PEVKYTVFETALKKAITAMS. The MHC is HLA-DQA10102-DQB10602 with pseudo-sequence HLA-DQA10102-DQB10602. The binding affinity (normalized) is 0.565. (4) The peptide sequence is VIPANWKPDTVYTSK. The MHC is DRB1_1501 with pseudo-sequence DRB1_1501. The binding affinity (normalized) is 0.180.